The task is: Predict the reaction yield, written as a fraction of the theoretical maximum amount of product (1.0 means a 100% yield; for example, 0.34 means a 34% yield).. This data is from Reaction yield outcomes from USPTO patents with 853,638 reactions. (1) The reactants are [C:1]1([C:7](=[N:14][CH:15]([CH2:23][CH2:24][CH:25]=[CH2:26])[C:16]([O:18][C:19]([CH3:22])([CH3:21])[CH3:20])=[O:17])[C:8]2[CH:13]=[CH:12][CH:11]=[CH:10][CH:9]=2)[CH:6]=[CH:5][CH:4]=[CH:3][CH:2]=1.C1COCC1.C[Si]([N-][Si](C)(C)C)(C)C.[Na+].I[CH2:43][CH2:44][CH2:45][CH2:46][B:47]1[O:51][C:50]([CH3:53])([CH3:52])[C:49]([CH3:55])([CH3:54])[O:48]1. The yield is 0.800. The product is [C:1]1([C:7](=[N:14][C:15]([CH2:43][CH2:44][CH2:45][CH2:46][B:47]2[O:51][C:50]([CH3:53])([CH3:52])[C:49]([CH3:54])([CH3:55])[O:48]2)([CH2:23][CH2:24][CH:25]=[CH2:26])[C:16]([O:18][C:19]([CH3:20])([CH3:21])[CH3:22])=[O:17])[C:8]2[CH:9]=[CH:10][CH:11]=[CH:12][CH:13]=2)[CH:2]=[CH:3][CH:4]=[CH:5][CH:6]=1. The catalyst is C(OCC)C. (2) The reactants are [NH4+].[Cl-].[Cl:3][C:4]1[CH:5]=[C:6]([CH:12]([C:36]([F:39])([F:38])[F:37])/[CH:13]=[CH:14]/[C:15]2[CH:32]=[CH:31][C:18]([C:19]([NH:21][CH2:22][C:23](=[O:30])[NH:24][CH2:25][C:26]([F:29])([F:28])[F:27])=[O:20])=[C:17]([N+:33]([O-])=O)[CH:16]=2)[CH:7]=[C:8]([Cl:11])[C:9]=1[F:10].O. The catalyst is CCO.[Fe]. The product is [NH2:33][C:17]1[CH:16]=[C:15](/[CH:14]=[CH:13]/[CH:12]([C:6]2[CH:7]=[C:8]([Cl:11])[C:9]([F:10])=[C:4]([Cl:3])[CH:5]=2)[C:36]([F:37])([F:38])[F:39])[CH:32]=[CH:31][C:18]=1[C:19]([NH:21][CH2:22][C:23](=[O:30])[NH:24][CH2:25][C:26]([F:27])([F:28])[F:29])=[O:20]. The yield is 0.810. (3) The reactants are [F:1][C:2]1[C:10]([O:11][C:12]2[C:17]3=[C:18]([CH3:25])[C:19](C(O)(C)C)=[CH:20][N:16]3[N:15]=[CH:14][N:13]=2)=[CH:9][CH:8]=[C:7]2[C:3]=1[CH:4]=[C:5]([CH3:26])[NH:6]2.Cl[CH2:28][C:29](=[O:31])[CH3:30].C([O-])([O-])=[O:33].[K+].[K+]. The catalyst is CC(C)=O. The product is [F:1][C:2]1[C:10]([O:11][C:12]2[C:17]3=[C:18]([CH3:25])[C:19]([O:33][CH2:28][C:29](=[O:31])[CH3:30])=[CH:20][N:16]3[N:15]=[CH:14][N:13]=2)=[CH:9][CH:8]=[C:7]2[C:3]=1[CH:4]=[C:5]([CH3:26])[NH:6]2. The yield is 0.910. (4) The reactants are Br[C:2]1[CH:3]=[C:4]([C:7]([O:9][CH3:10])=[O:8])[S:5][CH:6]=1.C([O-])([O-])=O.[K+].[K+].[CH2:17]([N:20]1[C:24](B2OC(C)(C)C(C)(C)O2)=[CH:23][CH:22]=[N:21]1)[CH2:18][CH3:19]. The catalyst is O1CCOCC1.O.C1C=CC([P]([Pd]([P](C2C=CC=CC=2)(C2C=CC=CC=2)C2C=CC=CC=2)([P](C2C=CC=CC=2)(C2C=CC=CC=2)C2C=CC=CC=2)[P](C2C=CC=CC=2)(C2C=CC=CC=2)C2C=CC=CC=2)(C2C=CC=CC=2)C2C=CC=CC=2)=CC=1. The product is [CH2:17]([N:20]1[C:24]([C:2]2[CH:3]=[C:4]([C:7]([O:9][CH3:10])=[O:8])[S:5][CH:6]=2)=[CH:23][CH:22]=[N:21]1)[CH2:18][CH3:19]. The yield is 0.700. (5) The reactants are [N:1]1[CH:5]=[CH:4][N:3]2[CH2:6][CH2:7][CH:8]([OH:9])[C:2]=12. The catalyst is C(Cl)Cl.O=[Mn]=O. The product is [N:1]1[CH:5]=[CH:4][N:3]2[CH2:6][CH2:7][C:8](=[O:9])[C:2]=12. The yield is 0.580. (6) The reactants are [O:1]=[S:2]1(=[O:30])[CH2:7][CH2:6][N:5]([C:8]([C:10]2[NH:11][C:12]3[C:17]([CH:18]=2)=[CH:16][C:15]([C:19]([N:21]2[CH2:26][CH2:25][N:24]([CH:27]([CH3:29])[CH3:28])[CH2:23][CH2:22]2)=[O:20])=[CH:14][CH:13]=3)=[O:9])[CH2:4][CH2:3]1.[F:31][C:32]([F:43])([F:42])[C:33]1[CH:34]=[C:35](B(O)O)[CH:36]=[CH:37][CH:38]=1. The catalyst is C([O-])(=O)C.[Cu+2].C([O-])(=O)C. The product is [O:30]=[S:2]1(=[O:1])[CH2:7][CH2:6][N:5]([C:8]([C:10]2[N:11]([C:37]3[CH:36]=[CH:35][CH:34]=[C:33]([C:32]([F:43])([F:42])[F:31])[CH:38]=3)[C:12]3[C:17]([CH:18]=2)=[CH:16][C:15]([C:19]([N:21]2[CH2:22][CH2:23][N:24]([CH:27]([CH3:28])[CH3:29])[CH2:25][CH2:26]2)=[O:20])=[CH:14][CH:13]=3)=[O:9])[CH2:4][CH2:3]1. The yield is 0.350.